This data is from Forward reaction prediction with 1.9M reactions from USPTO patents (1976-2016). The task is: Predict the product of the given reaction. (1) Given the reactants [Cl:1][C:2]1[CH:3]=[C:4]([C:8]2[N:9]=[C:10]([C:22]([N:24]3[CH2:28][C:27](=[O:29])[NH:26][CH2:25]3)=[O:23])[S:11][C:12]=2[C:13]2[CH:14]=[CH:15][C:16](F)=[C:17]([C:19]#[N:20])[CH:18]=2)[CH:5]=[CH:6][CH:7]=1.BrC1SC(C(N2CC(=O)NC2)=O)=NC=1C1C=CC(F)=C(Cl)C=1, predict the reaction product. The product is: [Cl:1][C:2]1[CH:3]=[C:4]([C:8]2[N:9]=[C:10]([C:22]([N:24]3[CH2:28][C:27](=[O:29])[NH:26][CH2:25]3)=[O:23])[S:11][C:12]=2[C:13]2[CH:18]=[C:17]([C:19]#[N:20])[CH:16]=[CH:15][CH:14]=2)[CH:5]=[CH:6][CH:7]=1. (2) Given the reactants C[O:2][C:3](=[O:17])[C:4]1[CH:9]=[C:8]([CH:10]([CH3:12])[CH3:11])[C:7]([O:13][CH3:14])=[CH:6][C:5]=1[O:15][CH3:16].[OH-].[Na+].Cl, predict the reaction product. The product is: [CH:10]([C:8]1[C:7]([O:13][CH3:14])=[CH:6][C:5]([O:15][CH3:16])=[C:4]([CH:9]=1)[C:3]([OH:17])=[O:2])([CH3:12])[CH3:11]. (3) The product is: [CH3:22][C:23]1[N:24]=[CH:25][N:26]([C:28]2[CH:29]=[C:30]([CH:34]=[C:35]([C:37]([F:40])([F:38])[F:39])[CH:36]=2)[C:31]([NH:1][C:2]2[CH:7]=[CH:6][CH:5]=[C:4]([NH:8][C:9]([NH:11][C:12]3[CH:20]=[C:19]4[C:15]([CH2:16][C:17](=[O:21])[NH:18]4)=[CH:14][CH:13]=3)=[O:10])[CH:3]=2)=[O:32])[CH:27]=1. Given the reactants [NH2:1][C:2]1[CH:3]=[C:4]([NH:8][C:9]([NH:11][C:12]2[CH:20]=[C:19]3[C:15]([CH2:16][C:17](=[O:21])[NH:18]3)=[CH:14][CH:13]=2)=[O:10])[CH:5]=[CH:6][CH:7]=1.[CH3:22][C:23]1[N:24]=[CH:25][N:26]([C:28]2[CH:29]=[C:30]([CH:34]=[C:35]([C:37]([F:40])([F:39])[F:38])[CH:36]=2)[C:31](O)=[O:32])[CH:27]=1.C(N(CC)C(C)C)(C)C.CN(C(ON1N=NC2C=CC=NC1=2)=[N+](C)C)C.F[P-](F)(F)(F)(F)F, predict the reaction product. (4) Given the reactants ClCCl.[Br:4][C:5]1[C:6]2[C:11]([C:12]3[CH2:17][N:16]([C@H:18]4[CH2:23][CH2:22][CH2:21][CH2:20][C@@H:19]4[OH:24])[C:15](=[O:25])[C:13]=3[CH:14]=1)=[N:10][CH2:9][CH2:8][CH:7]=2.N1C(C)=CC=CC=1C.FC(F)(F)S(O[Si:40]([C:43]([CH3:46])([CH3:45])[CH3:44])([CH3:42])[CH3:41])(=O)=O, predict the reaction product. The product is: [Br:4][C:5]1[CH:14]=[C:13]2[C:15](=[O:25])[N:16]([C@H:18]3[CH2:23][CH2:22][CH2:21][CH2:20][C@@H:19]3[O:24][Si:40]([C:43]([CH3:46])([CH3:45])[CH3:44])([CH3:42])[CH3:41])[CH2:17][C:12]2=[C:11]2[C:6]=1[CH:7]=[CH:8][CH:9]=[N:10]2. (5) The product is: [Br:1][C:2]1[CH:12]=[C:6]([N:7]([CH2:9][CH2:10][Cl:11])[CH3:8])[C:5]([NH2:13])=[CH:4][C:3]=1[C:16]([F:17])([F:18])[F:19]. Given the reactants [Br:1][C:2]1[C:3]([C:16]([F:19])([F:18])[F:17])=[CH:4][C:5]([N+:13]([O-])=O)=[C:6]([CH:12]=1)[N:7]([CH2:9][CH2:10][Cl:11])[CH3:8], predict the reaction product. (6) Given the reactants [CH3:1][NH:2][C:3]([NH:5][C:6]1[CH:7]=[C:8]([C:12]2[N:16]3[N:17]=[CH:18][C:19]([C:21]4[CH:22]=[C:23]([CH:27]=[CH:28][CH:29]=4)[C:24](O)=[O:25])=[CH:20][C:15]3=[N:14][CH:13]=2)[CH:9]=[CH:10][CH:11]=1)=[O:4].[F:30][C:31]1[CH:36]=[CH:35][CH:34]=[CH:33][C:32]=1[CH:37]([NH2:39])[CH3:38], predict the reaction product. The product is: [F:30][C:31]1[CH:36]=[CH:35][CH:34]=[CH:33][C:32]=1[CH:37]([NH:39][C:24](=[O:25])[C:23]1[CH:27]=[CH:28][CH:29]=[C:21]([C:19]2[CH:18]=[N:17][N:16]3[C:12]([C:8]4[CH:9]=[CH:10][CH:11]=[C:6]([NH:5][C:3]([NH:2][CH3:1])=[O:4])[CH:7]=4)=[CH:13][N:14]=[C:15]3[CH:20]=2)[CH:22]=1)[CH3:38].